Dataset: Forward reaction prediction with 1.9M reactions from USPTO patents (1976-2016). Task: Predict the product of the given reaction. Given the reactants FC(F)(F)C(O)=O.C(OC([N:15]1[CH2:20][CH2:19][N:18]([C:21]([C@H:23]2[CH2:28][CH2:27][C@H:26]([CH2:29][N:30]3[C:34]4[CH:35]=[C:36]([O:39][CH3:40])[CH:37]=[CH:38][C:33]=4[N:32]([CH3:41])[C:31]3=[O:42])[CH2:25][CH2:24]2)=[O:22])[CH2:17][CH2:16]1)=O)(C)(C)C.O, predict the reaction product. The product is: [CH3:40][O:39][C:36]1[CH:37]=[CH:38][C:33]2[N:32]([CH3:41])[C:31](=[O:42])[N:30]([CH2:29][C@H:26]3[CH2:27][CH2:28][C@H:23]([C:21]([N:18]4[CH2:17][CH2:16][NH:15][CH2:20][CH2:19]4)=[O:22])[CH2:24][CH2:25]3)[C:34]=2[CH:35]=1.